From a dataset of Reaction yield outcomes from USPTO patents with 853,638 reactions. Predict the reaction yield, written as a fraction of the theoretical maximum amount of product (1.0 means a 100% yield; for example, 0.34 means a 34% yield). The reactants are [CH3:1][C:2]1[C:6]([CH2:7][N:8]2[CH:12]=[C:11]([N:13]3[C:17](=[O:18])[CH2:16][NH:15][C:14]3=[O:19])[CH:10]=[N:9]2)=[C:5]([CH3:20])[O:4][N:3]=1.[CH3:21][O:22][C:23]1[CH:24]=[C:25]([CH:29]=[CH:30][CH:31]=1)[CH2:26][CH2:27]Br. No catalyst specified. The product is [CH3:1][C:2]1[C:6]([CH2:7][N:8]2[CH:12]=[C:11]([N:13]3[C:17](=[O:18])[CH2:16][N:15]([CH2:27][CH2:26][C:25]4[CH:29]=[CH:30][CH:31]=[C:23]([O:22][CH3:21])[CH:24]=4)[C:14]3=[O:19])[CH:10]=[N:9]2)=[C:5]([CH3:20])[O:4][N:3]=1. The yield is 0.340.